Dataset: Full USPTO retrosynthesis dataset with 1.9M reactions from patents (1976-2016). Task: Predict the reactants needed to synthesize the given product. (1) Given the product [CH3:27][N:28]([CH:29]1[CH2:34][CH2:33][N:32]([CH3:35])[CH2:31][CH2:30]1)[C:2]1[N:10]=[C:9]2[C:5]([N:6]=[CH:7][N:8]2[CH:11]2[CH2:16][CH2:15][CH2:14][CH2:13][O:12]2)=[C:4]([NH:17][C:18]2[CH:23]=[CH:22][C:21]([C:24](=[O:26])[CH3:25])=[CH:20][CH:19]=2)[N:3]=1, predict the reactants needed to synthesize it. The reactants are: F[C:2]1[N:10]=[C:9]2[C:5]([N:6]=[CH:7][N:8]2[CH:11]2[CH2:16][CH2:15][CH2:14][CH2:13][O:12]2)=[C:4]([NH:17][C:18]2[CH:23]=[CH:22][C:21]([C:24](=[O:26])[CH3:25])=[CH:20][CH:19]=2)[N:3]=1.[CH3:27][NH:28][CH:29]1[CH2:34][CH2:33][N:32]([CH3:35])[CH2:31][CH2:30]1.C(N(C(C)C)CC)(C)C. (2) Given the product [Cl:1][C:2]1[CH:3]=[C:4]([CH2:22][C:23]([O:25][CH3:26])=[O:24])[CH:5]=[CH:6][C:7]=1[O:8][C:9]1[CH:18]=[CH:17][C:12]2[NH:13][C:14]([CH3:16])=[N:15][C:11]=2[C:10]=1[N+:19]([O-:21])=[O:20], predict the reactants needed to synthesize it. The reactants are: [Cl:1][C:2]1[CH:3]=[C:4]([CH2:22][C:23]([OH:25])=[O:24])[CH:5]=[CH:6][C:7]=1[O:8][C:9]1[CH:18]=[CH:17][C:12]2[NH:13][C:14]([CH3:16])=[N:15][C:11]=2[C:10]=1[N+:19]([O-:21])=[O:20].[CH3:26]O. (3) Given the product [F:1][C:2]1[CH:16]=[CH:15][C:5]([C:6]([C:8]2[C:13]([O:14][CH2:18][C:19]([O:21][CH2:22][CH3:23])=[O:20])=[CH:12][CH:11]=[CH:10][N:9]=2)=[O:7])=[CH:4][CH:3]=1, predict the reactants needed to synthesize it. The reactants are: [F:1][C:2]1[CH:16]=[CH:15][C:5]([C:6]([C:8]2[C:13]([OH:14])=[CH:12][CH:11]=[CH:10][N:9]=2)=[O:7])=[CH:4][CH:3]=1.Br[CH2:18][C:19]([O:21][CH2:22][CH3:23])=[O:20].C(=O)([O-])[O-].[K+].[K+]. (4) Given the product [F:1][C:2]1[CH:7]=[CH:6][CH:5]=[CH:4][C:3]=1[C:8]1[C:11]2[C:19]3[C:14](=[CH:15][C:16]([N:20]4[CH2:21][CH2:22][O:23][CH2:24][CH2:25]4)=[CH:17][CH:18]=3)[NH:13][C:12]=2[C:27]([C:28]([O:30][CH2:31][CH3:32])=[O:29])=[N:10][CH:9]=1, predict the reactants needed to synthesize it. The reactants are: [F:1][C:2]1[CH:7]=[CH:6][CH:5]=[CH:4][C:3]=1[CH:8]([C:11]1[C:19]2[C:14](=[CH:15][C:16]([N:20]3[CH2:25][CH2:24][O:23][CH2:22][CH2:21]3)=[CH:17][CH:18]=2)[NH:13][CH:12]=1)[CH2:9][NH2:10].O=[CH:27][C:28]([O:30][CH2:31][CH3:32])=[O:29].C1(C)C=CC=CC=1.Cl. (5) Given the product [C:27]([O:26][C:24]([NH:23][C@H:11]([CH2:12][N:13]1[C:18](=[O:19])[CH2:17][CH2:16][C:15]([F:20])([F:21])[C:14]1=[O:22])[CH2:10][C:9]([OH:31])=[O:8])=[O:25])([CH3:30])([CH3:28])[CH3:29], predict the reactants needed to synthesize it. The reactants are: C([O:8][C:9](=[O:31])[CH2:10][C@H:11]([NH:23][C:24]([O:26][C:27]([CH3:30])([CH3:29])[CH3:28])=[O:25])[CH2:12][N:13]1[C:18](=[O:19])[CH2:17][CH2:16][C:15]([F:21])([F:20])[C:14]1=[O:22])C1C=CC=CC=1.[H][H].